From a dataset of TCR-epitope binding with 47,182 pairs between 192 epitopes and 23,139 TCRs. Binary Classification. Given a T-cell receptor sequence (or CDR3 region) and an epitope sequence, predict whether binding occurs between them. (1) The epitope is HTTDPSFLGRY. The TCR CDR3 sequence is CASSQRFEGGQRDTQYF. Result: 1 (the TCR binds to the epitope). (2) The epitope is FLRGRAYGL. The TCR CDR3 sequence is CASSPWTSGSGEQFF. Result: 0 (the TCR does not bind to the epitope).